Dataset: Peptide-MHC class I binding affinity with 185,985 pairs from IEDB/IMGT. Task: Regression. Given a peptide amino acid sequence and an MHC pseudo amino acid sequence, predict their binding affinity value. This is MHC class I binding data. (1) The peptide sequence is HSDDALFIY. The MHC is SLA-10401 with pseudo-sequence SLA-10401. The binding affinity (normalized) is 0.0847. (2) The peptide sequence is SLFNTIATI. The binding affinity (normalized) is 0.286. The MHC is HLA-A02:06 with pseudo-sequence HLA-A02:06. (3) The MHC is HLA-A02:06 with pseudo-sequence HLA-A02:06. The binding affinity (normalized) is 0.851. The peptide sequence is GIITLYLGAV. (4) The peptide sequence is MEVQSLAMST. The MHC is HLA-B44:02 with pseudo-sequence HLA-B44:02. The binding affinity (normalized) is 0.179. (5) The peptide sequence is SQYDPKELL. The MHC is HLA-A02:03 with pseudo-sequence HLA-A02:03. The binding affinity (normalized) is 0.0847. (6) The peptide sequence is YFYYNAFHW. The MHC is HLA-C04:01 with pseudo-sequence HLA-C04:01. The binding affinity (normalized) is 0.0847. (7) The peptide sequence is KEVNAKIEPF. The MHC is HLA-B18:01 with pseudo-sequence HLA-B18:01. The binding affinity (normalized) is 0.144.